Predict the reaction yield, written as a fraction of the theoretical maximum amount of product (1.0 means a 100% yield; for example, 0.34 means a 34% yield). From a dataset of Reaction yield outcomes from USPTO patents with 853,638 reactions. (1) The reactants are Cl.[NH2:2][C@@H:3]1[CH2:12][CH2:11][CH2:10][C:9]2[C:8]([C:13]3[N:17]=[C:16]([C:18]4[CH:19]=[CH:20][C:21]([O:26][CH:27]([CH3:29])[CH3:28])=[C:22]([CH:25]=4)[C:23]#[N:24])[O:15][N:14]=3)=[CH:7][CH:6]=[CH:5][C:4]1=2.[CH3:30][O:31][C:32](=[O:38])[CH2:33][S:34](Cl)(=[O:36])=[O:35]. The catalyst is C(Cl)Cl. The product is [C:23]([C:22]1[CH:25]=[C:18]([C:16]2[O:15][N:14]=[C:13]([C:8]3[CH:7]=[CH:6][CH:5]=[C:4]4[C:9]=3[CH2:10][CH2:11][CH2:12][C@H:3]4[NH:2][S:34]([CH2:33][C:32]([O:31][CH3:30])=[O:38])(=[O:36])=[O:35])[N:17]=2)[CH:19]=[CH:20][C:21]=1[O:26][CH:27]([CH3:29])[CH3:28])#[N:24]. The yield is 0.570. (2) The yield is 0.310. The catalyst is C(Cl)Cl. The product is [F:1][C@H:2]1[C@@H:6]([F:18])[CH2:5][CH:4]([C:8]([O:10][CH3:11])=[O:9])[CH2:3]1. The reactants are [F:1][C@H:2]1[C@H:6](O)[CH2:5][CH:4]([C:8]([O:10][CH3:11])=[O:9])[CH2:3]1.CCN(S(F)(F)[F:18])CC.N#N.